This data is from Catalyst prediction with 721,799 reactions and 888 catalyst types from USPTO. The task is: Predict which catalyst facilitates the given reaction. (1) Reactant: CC1C=CC(S(OCC2CC3C=CC=C(C4C=CC(OC)=CC=4OC)C=3O2)(=O)=O)=CC=1.[N-]=[N+]=[N-].[Na+].[N:36]([CH2:39][CH:40]1[CH2:44][C:43]2[CH:45]=[CH:46][CH:47]=[C:48]([C:49]3[CH:54]=[CH:53][C:52]([O:55][CH3:56])=[CH:51][C:50]=3[O:57][CH3:58])[C:42]=2[O:41]1)=[N+]=[N-].[N-]=[N+]=[N-]. Product: [CH3:58][O:57][C:50]1[CH:51]=[C:52]([O:55][CH3:56])[CH:53]=[CH:54][C:49]=1[C:48]1[C:42]2[O:41][CH:40]([CH2:39][NH2:36])[CH2:44][C:43]=2[CH:45]=[CH:46][CH:47]=1. The catalyst class is: 45. (2) Reactant: [CH2:1]([S:3][C:4]1[C:5]([C:10]2[N:25]([CH3:26])[C:13]3=[N:14][CH:15]=[C:16]([C:18]([F:24])([F:23])[C:19]([F:22])([F:21])[F:20])[CH:17]=[C:12]3[N:11]=2)=[N:6][CH:7]=[CH:8][CH:9]=1)[CH3:2].ClC1C=CC=C(C(OO)=[O:35])C=1.C(=O)([O-])O.[Na+].S([O-])([O-])(=O)=S.[Na+].[Na+]. Product: [CH2:1]([S:3]([C:4]1[C:5]([C:10]2[N:25]([CH3:26])[C:13]3=[N:14][CH:15]=[C:16]([C:18]([F:24])([F:23])[C:19]([F:20])([F:21])[F:22])[CH:17]=[C:12]3[N:11]=2)=[N:6][CH:7]=[CH:8][CH:9]=1)=[O:35])[CH3:2]. The catalyst class is: 22. (3) The catalyst class is: 1. Reactant: [C:1]([CH:3]1[CH2:8][CH2:7][N:6]([C:9]([O:11][CH2:12][C:13]2[CH:18]=[CH:17][CH:16]=[CH:15][CH:14]=2)=[O:10])[CH2:5][CH2:4]1)#[N:2].[Li+].C[Si]([N-][Si](C)(C)C)(C)C.[CH2:29]=[O:30]. Product: [C:1]([C:3]1([CH2:29][OH:30])[CH2:8][CH2:7][N:6]([C:9]([O:11][CH2:12][C:13]2[CH:14]=[CH:15][CH:16]=[CH:17][CH:18]=2)=[O:10])[CH2:5][CH2:4]1)#[N:2]. (4) Reactant: ClC1C=C([NH:9][C:10]([N:12]2[CH2:17][CH2:16][N:15](C[C@@H]3CCCNC3)[CH2:14][CH2:13]2)=[O:11])C=CC=1Cl.COCCOC1C=CC(C=O)=CN=1.C(O[BH-](OC(=O)C)OC(=O)C)(=O)C.[Na+]. Product: [N:12]1([C:10]([NH2:9])=[O:11])[CH2:17][CH2:16][NH:15][CH2:14][CH2:13]1. The catalyst class is: 4. (5) Reactant: C(O[CH2:4]/[C:5](=[CH:11]\OC)/[C:6]([O:8][CH2:9][CH3:10])=[O:7])C.[NH2:14][C:15]([NH2:17])=[O:16].Cl. Product: [O:16]=[C:15]1[NH:17][CH2:4][C:5]([C:6]([O:8][CH2:9][CH3:10])=[O:7])=[CH:11][NH:14]1. The catalyst class is: 8. (6) Reactant: Cl[C:2]1[N:7]=[C:6]([NH:8][C:9]2[CH:20]=[CH:19][CH:18]=[CH:17][C:10]=2[C:11]([NH:13][CH2:14][CH2:15][OH:16])=[O:12])[C:5]([Cl:21])=[CH:4][N:3]=1.[CH3:22][N:23]1[CH2:28][CH2:27][N:26]([C:29]2[CH:30]=[C:31]([CH:33]=[CH:34][CH:35]=2)[NH2:32])[CH2:25][CH2:24]1.Cl. Product: [Cl:21][C:5]1[C:6]([NH:8][C:9]2[CH:20]=[CH:19][CH:18]=[CH:17][C:10]=2[C:11]([NH:13][CH2:14][CH2:15][OH:16])=[O:12])=[N:7][C:2]([NH:32][C:31]2[CH:33]=[CH:34][CH:35]=[C:29]([N:26]3[CH2:25][CH2:24][N:23]([CH3:22])[CH2:28][CH2:27]3)[CH:30]=2)=[N:3][CH:4]=1. The catalyst class is: 32. (7) Reactant: C[O-].[Na+].C(O)(=O)C.[CH:8]([NH2:10])=[NH:9].[CH3:11][CH:12]([CH2:22][C:23]([O:25][CH3:26])=[O:24])[CH:13]([C:18](OC)=[O:19])[C:14](OC)=[O:15]. Product: [OH:19][C:18]1[C:13]([CH:12]([CH3:11])[CH2:22][C:23]([O:25][CH3:26])=[O:24])=[C:14]([OH:15])[N:10]=[CH:8][N:9]=1. The catalyst class is: 442.